The task is: Regression. Given a peptide amino acid sequence and an MHC pseudo amino acid sequence, predict their binding affinity value. This is MHC class I binding data.. This data is from Peptide-MHC class I binding affinity with 185,985 pairs from IEDB/IMGT. (1) The MHC is HLA-A02:01 with pseudo-sequence HLA-A02:01. The binding affinity (normalized) is 0. The peptide sequence is ELSFTVVSN. (2) The peptide sequence is QYSGFVRTL. The MHC is HLA-B35:01 with pseudo-sequence HLA-B35:01. The binding affinity (normalized) is 0.0847. (3) The peptide sequence is YNYSLSAAV. The MHC is HLA-A02:01 with pseudo-sequence HLA-A02:01. The binding affinity (normalized) is 0.419. (4) The peptide sequence is ILMYPTTLL. The MHC is HLA-A02:01 with pseudo-sequence HLA-A02:01. The binding affinity (normalized) is 0.821.